This data is from HIV replication inhibition screening data with 41,000+ compounds from the AIDS Antiviral Screen. The task is: Binary Classification. Given a drug SMILES string, predict its activity (active/inactive) in a high-throughput screening assay against a specified biological target. (1) The compound is Cc1ccc(S(=O)(=O)c2ccc(N)cc2)cc1.Cl. The result is 0 (inactive). (2) The compound is CCOC(=O)C=CCC(C)(C)COC(C)=O. The result is 0 (inactive). (3) The molecule is O=C(NC(=Cc1cccc([N+](=O)[O-])c1)c1nc2c3c(ccc2[nH]1)C(=O)c1ccccc1C3=O)c1ccccc1. The result is 0 (inactive). (4) The drug is Cc1c(C(=N)C(C#N)C#N)c(=N)oc2c1ccc1ccccc12. The result is 0 (inactive). (5) The drug is CC(C)=CCSC1CC2C(CC1(C)O)C2(C)C. The result is 0 (inactive). (6) The drug is O=C(O)C(CS)Nc1c2ccccc2[n+]([O-])c2ccccc12. The result is 0 (inactive). (7) The drug is N[Co-4](N)(N)(N)(O)O.OS(O)(=[OH+])=[OH+]. The result is 0 (inactive). (8) The drug is O=c1c2c(oc3cc(OCC4CO4)ccc13)CCC2. The result is 0 (inactive). (9) The compound is C=CCC(C)(O)CCC(O)(CC=C)CC=C. The result is 0 (inactive). (10) The molecule is COc1cc(OCc2ccc3nc(OC)c(OC)nc3c2)cc(OC)c1OC. The result is 0 (inactive).